From a dataset of Full USPTO retrosynthesis dataset with 1.9M reactions from patents (1976-2016). Predict the reactants needed to synthesize the given product. (1) Given the product [F:20][C:17]1[CH:18]=[CH:19][C:14]([C:12]([C:4]2[N:3]=[C:2]([N:28]([C:26]3[N:25]=[CH:24][S:23][CH:27]=3)[C:29](=[O:35])[O:30][C:31]([CH3:34])([CH3:32])[CH3:33])[C:11]3[C:6](=[CH:7][CH:8]=[CH:9][CH:10]=3)[N:5]=2)=[O:13])=[CH:15][CH:16]=1, predict the reactants needed to synthesize it. The reactants are: Cl[C:2]1[C:11]2[C:6](=[CH:7][CH:8]=[CH:9][CH:10]=2)[N:5]=[C:4]([C:12]([C:14]2[CH:19]=[CH:18][C:17]([F:20])=[CH:16][CH:15]=2)=[O:13])[N:3]=1.[H-].[Na+].[S:23]1[CH:27]=[C:26]([NH:28][C:29](=[O:35])[O:30][C:31]([CH3:34])([CH3:33])[CH3:32])[N:25]=[CH:24]1. (2) Given the product [F:31][C:29]1[CH:30]=[C:25]([NH:24][C:22](=[O:23])[CH2:21][N:6]2[C:5]3([CH2:7][CH2:8][CH2:9][CH2:10][CH2:11]3)[N:4]=[C:3]([C:12]3[CH:13]=[CH:14][C:15]([CH:16]=[O:17])=[CH:18][CH:19]=3)[C:2]2=[O:1])[CH:26]=[C:27]([F:32])[CH:28]=1, predict the reactants needed to synthesize it. The reactants are: [O:1]=[C:2]1[NH:6][C:5]2([CH2:11][CH2:10][CH2:9][CH2:8][CH2:7]2)[N:4]=[C:3]1[C:12]1[CH:19]=[CH:18][C:15]([CH:16]=[O:17])=[CH:14][CH:13]=1.Br[CH2:21][C:22]([NH:24][C:25]1[CH:30]=[C:29]([F:31])[CH:28]=[C:27]([F:32])[CH:26]=1)=[O:23].C(=O)([O-])[O-].[K+].[K+].